Task: Predict the product of the given reaction.. Dataset: Forward reaction prediction with 1.9M reactions from USPTO patents (1976-2016) The product is: [F:15][C:16]1[CH:21]=[CH:20][C:19]([O:22][C:2]2[C:11]3[C:6](=[C:7]([N+:12]([O-:14])=[O:13])[CH:8]=[CH:9][CH:10]=3)[CH:5]=[CH:4][N:3]=2)=[CH:18][C:17]=1[C:23]([F:24])([F:25])[F:26]. Given the reactants Cl[C:2]1[C:11]2[C:6](=[C:7]([N+:12]([O-:14])=[O:13])[CH:8]=[CH:9][CH:10]=2)[CH:5]=[CH:4][N:3]=1.[F:15][C:16]1[CH:21]=[CH:20][C:19]([OH:22])=[CH:18][C:17]=1[C:23]([F:26])([F:25])[F:24].C([O-])([O-])=O.[K+].[K+], predict the reaction product.